From a dataset of Forward reaction prediction with 1.9M reactions from USPTO patents (1976-2016). Predict the product of the given reaction. (1) Given the reactants [Si]([O:8][CH2:9][CH2:10][CH2:11][CH:12]([C:14]1[O:19][C:18](=[O:20])[C:17]([C:21](=[O:24])[CH2:22][CH3:23])=[C:16](O)[CH:15]=1)[CH3:13])(C(C)(C)C)(C)C.C([O-])(O)=[O:27].[Na+], predict the reaction product. The product is: [OH:27][C:15]1[CH:16]=[C:17]([C:21](=[O:24])[CH2:22][CH3:23])[C:18](=[O:20])[O:19][C:14]=1[CH:12]([CH3:13])[CH2:11][CH2:10][CH2:9][OH:8]. (2) Given the reactants [F:1][C:2]1[CH:7]=[CH:6][C:5]([C:8]2([C:18]3[CH:23]=[CH:22][C:21]([F:24])=[CH:20][CH:19]=3)[CH2:12][CH2:11][N:10]([CH2:13][C:14]([OH:16])=O)[C:9]2=[O:17])=[CH:4][CH:3]=1.[F:25][C:26]1[CH:31]=[CH:30][C:29]([C:32]2([C:43]3[CH:48]=[CH:47][C:46]([F:49])=[CH:45][CH:44]=3)[CH2:37]CC[N:34]([CH2:38]C(O)=O)[C:33]2=O)=[CH:28][CH:27]=1.FC1C=CC(C2(C3C=CC(F)=CC=3)CCNC2)=CC=1.C1(C2(C3C=CC=CC=3)CCNC2)C=CC=CC=1, predict the reaction product. The product is: [F:49][C:46]1[CH:47]=[CH:48][C:43]([C:32]2([C:29]3[CH:28]=[CH:27][C:26]([F:25])=[CH:31][CH:30]=3)[CH2:37][CH2:38][N:34]([C:14](=[O:16])[CH2:13][N:10]3[CH2:11][CH2:12][C:8]([C:5]4[CH:6]=[CH:7][C:2]([F:1])=[CH:3][CH:4]=4)([C:18]4[CH:19]=[CH:20][C:21]([F:24])=[CH:22][CH:23]=4)[C:9]3=[O:17])[CH2:33]2)=[CH:44][CH:45]=1. (3) Given the reactants [CH:1]([NH:4][CH2:5][C:6]1[CH:7]=[C:8]([CH:43]=[CH:44][CH:45]=1)[C:9]([NH:11][C:12]1[S:13][C:14]2[CH2:42][CH2:41][CH2:40][CH2:39][C:15]=2[C:16]=1[C:17]([NH:19][C:20]1[CH:25]=[CH:24][C:23]([CH2:26][CH2:27][CH2:28][C:29]2[CH:38]=[CH:37][C:32]([C:33]([O:35][CH3:36])=[O:34])=[CH:31][CH:30]=2)=[CH:22][CH:21]=1)=[O:18])=[O:10])([CH3:3])[CH3:2].[CH3:46][O:47][C:48]([C:50]1[N:55]=[C:54]([C:56](O)=[O:57])[CH:53]=[CH:52][CH:51]=1)=[O:49], predict the reaction product. The product is: [CH:1]([N:4]([CH2:5][C:6]1[CH:45]=[CH:44][CH:43]=[C:8]([C:9](=[O:10])[NH:11][C:12]2[S:13][C:14]3[CH2:42][CH2:41][CH2:40][CH2:39][C:15]=3[C:16]=2[C:17](=[O:18])[NH:19][C:20]2[CH:25]=[CH:24][C:23]([CH2:26][CH2:27][CH2:28][C:29]3[CH:30]=[CH:31][C:32]([C:33]([O:35][CH3:36])=[O:34])=[CH:37][CH:38]=3)=[CH:22][CH:21]=2)[CH:7]=1)[C:56]([C:54]1[N:55]=[C:50]([C:48]([O:47][CH3:46])=[O:49])[CH:51]=[CH:52][CH:53]=1)=[O:57])([CH3:3])[CH3:2]. (4) Given the reactants [N+:1]([C:4]1[CH:9]=[CH:8][C:7]([NH:10][CH2:11][CH2:12][S:13](Cl)(=[O:15])=[O:14])=[CH:6][CH:5]=1)([O-:3])=[O:2].[NH3:17], predict the reaction product. The product is: [N+:1]([C:4]1[CH:9]=[CH:8][C:7]([NH:10][CH2:11][CH2:12][S:13]([NH2:17])(=[O:15])=[O:14])=[CH:6][CH:5]=1)([O-:3])=[O:2]. (5) Given the reactants [NH:1]1[C:9]2[C:4](=[CH:5][CH:6]=[CH:7][CH:8]=2)[C:3]([N:10]2[CH2:15][CH2:14][N:13]([C:16]([O:18][C:19]([CH3:22])([CH3:21])[CH3:20])=[O:17])[CH2:12][CH2:11]2)=[N:2]1.F[C:24]1[CH:29]=[CH:28][C:27]([N+:30]([O-:32])=[O:31])=[CH:26][CH:25]=1.C([O-])([O-])=O.[Cs+].[Cs+].O, predict the reaction product. The product is: [N+:30]([C:27]1[CH:28]=[CH:29][C:24]([N:1]2[C:9]3[C:4](=[CH:5][CH:6]=[CH:7][CH:8]=3)[C:3]([N:10]3[CH2:11][CH2:12][N:13]([C:16]([O:18][C:19]([CH3:22])([CH3:21])[CH3:20])=[O:17])[CH2:14][CH2:15]3)=[N:2]2)=[CH:25][CH:26]=1)([O-:32])=[O:31]. (6) Given the reactants [Br:1][C:2]1[C:3]([C:8]([OH:10])=[O:9])=[N:4][CH:5]=[CH:6][CH:7]=1.S(=O)(=O)(O)O.[CH3:16]CN(C(C)C)C(C)C, predict the reaction product. The product is: [CH3:16][O:9][C:8]([C:3]1[C:2]([Br:1])=[CH:7][CH:6]=[CH:5][N:4]=1)=[O:10]. (7) Given the reactants [C:1]1([S:7]([CH2:10][C:11]2[CH:20]=[CH:19][C:18](Br)=[CH:17][C:12]=2[C:13]([O:15][CH3:16])=[O:14])(=[O:9])=[O:8])[CH:6]=[CH:5][CH:4]=[CH:3][CH:2]=1.[CH3:22][N:23]1[C:27](B2OC(C)(C)C(C)(C)O2)=[CH:26][CH:25]=[N:24]1, predict the reaction product. The product is: [C:1]1([S:7]([CH2:10][C:11]2[CH:20]=[CH:19][C:18]([C:27]3[N:23]([CH3:22])[N:24]=[CH:25][CH:26]=3)=[CH:17][C:12]=2[C:13]([O:15][CH3:16])=[O:14])(=[O:9])=[O:8])[CH:6]=[CH:5][CH:4]=[CH:3][CH:2]=1.